This data is from Full USPTO retrosynthesis dataset with 1.9M reactions from patents (1976-2016). The task is: Predict the reactants needed to synthesize the given product. (1) Given the product [CH3:1][O:2][C:3]1[CH:12]=[C:11]2[C:6](=[CH:5][C:4]=1[CH3:15])[C:7](=[O:18])[CH2:8][CH2:9][C:10]2([CH3:13])[CH3:14], predict the reactants needed to synthesize it. The reactants are: [CH3:1][O:2][C:3]1[CH:12]=[C:11]2[C:6]([CH2:7][CH2:8][CH2:9][C:10]2([CH3:14])[CH3:13])=[CH:5][C:4]=1[CH3:15].C(O)(=[O:18])C. (2) Given the product [NH2:10][CH2:9][CH2:8][N:6]([CH3:7])[C:4](=[O:5])[C:3]1[CH:18]=[CH:19][CH:20]=[CH:21][C:2]=1[OH:1], predict the reactants needed to synthesize it. The reactants are: [OH:1][C:2]1[CH:21]=[CH:20][CH:19]=[CH:18][C:3]=1[C:4]([N:6]([CH2:8][CH2:9][NH:10]C(=O)OC(C)(C)C)[CH3:7])=[O:5].FC(F)(F)C(O)=O. (3) Given the product [CH3:45][NH:44][C:42]1[N:41]=[C:40]([C:46]2[CH:51]=[CH:50][CH:49]=[CH:48][N:47]=2)[CH:39]=[C:38]([C:34]2[CH:35]=[N:36][CH:37]=[C:32]([C:13]3[CH:12]=[CH:11][C:10]([C:8]([N:5]4[CH2:4][CH2:3][N:2]([CH3:1])[CH2:7][CH2:6]4)=[O:9])=[CH:15][CH:14]=3)[CH:33]=2)[CH:43]=1, predict the reactants needed to synthesize it. The reactants are: [CH3:1][N:2]1[CH2:7][CH2:6][N:5]([C:8]([C:10]2[CH:15]=[CH:14][C:13](B3OC(C)(C)C(C)(C)O3)=[CH:12][CH:11]=2)=[O:9])[CH2:4][CH2:3]1.C([O-])([O-])=O.[Na+].[Na+].Br[C:32]1[CH:33]=[C:34]([C:38]2[CH:43]=[C:42]([NH:44][CH3:45])[N:41]=[C:40]([C:46]3[CH:51]=[CH:50][CH:49]=[CH:48][N:47]=3)[CH:39]=2)[CH:35]=[N:36][CH:37]=1. (4) Given the product [CH2:24]([O:23][C:21]([N:15]1[CH2:16][CH2:17][N:18]([S:11]([C:8]2[CH:9]=[CH:10][C:2]([Cl:1])=[C:3]([C:4]([OH:6])=[O:5])[CH:7]=2)(=[O:13])=[O:12])[CH2:19][CH2:20]1)=[O:22])[CH3:25], predict the reactants needed to synthesize it. The reactants are: [Cl:1][C:2]1[CH:10]=[CH:9][C:8]([S:11](F)(=[O:13])=[O:12])=[CH:7][C:3]=1[C:4]([OH:6])=[O:5].[N:15]1([C:21]([O:23][CH2:24][CH3:25])=[O:22])[CH2:20][CH2:19][NH:18][CH2:17][CH2:16]1.C(N(C(C)C)C(C)C)C.N1CCNCC1.S(F)(F)(=O)=O. (5) Given the product [CH2:22]([O:21][C:10]1[CH:9]=[C:8]([CH2:7][N:1]2[CH2:6][CH2:5][O:4][CH2:3][CH2:2]2)[C:16]([C:17]([F:20])([F:19])[F:18])=[CH:15][C:11]=1[C:12]([NH:38][C:39]1[CH:40]=[N:41][CH:42]=[CH:43][CH:44]=1)=[O:13])[C:23]1[CH:28]=[CH:27][CH:26]=[CH:25][CH:24]=1, predict the reactants needed to synthesize it. The reactants are: [N:1]1([CH2:7][C:8]2[C:16]([C:17]([F:20])([F:19])[F:18])=[CH:15][C:11]([C:12](O)=[O:13])=[C:10]([O:21][CH2:22][C:23]3[CH:28]=[CH:27][CH:26]=[CH:25][CH:24]=3)[CH:9]=2)[CH2:6][CH2:5][O:4][CH2:3][CH2:2]1.C(N(C(C)C)CC)(C)C.[NH2:38][C:39]1[CH:40]=[N:41][CH:42]=[CH:43][CH:44]=1.ON1C2N=CC=CC=2N=N1.C(Cl)CCl. (6) Given the product [N:17]([CH2:20][CH2:21][CH2:22][C:23]([CH:5]1[C:6](=[O:8])[O:7][C:2]([CH3:10])([CH3:1])[O:3][C:4]1=[O:9])=[O:24])=[N+:18]=[N-:19], predict the reactants needed to synthesize it. The reactants are: [CH3:1][C:2]1([CH3:10])[O:7][C:6](=[O:8])[CH2:5][C:4](=[O:9])[O:3]1.N1C=CC=CC=1.[N:17]([CH2:20][CH2:21][CH2:22][C:23](Cl)=[O:24])=[N+:18]=[N-:19]. (7) The reactants are: C(OC([N:8]1[CH2:13][CH2:12][CH:11]([NH:14][C:15]2[C:20]([F:21])=[CH:19][N:18]=[C:17]([Cl:22])[N:16]=2)[CH2:10][CH2:9]1)=O)(C)(C)C. Given the product [ClH:22].[ClH:22].[Cl:22][C:17]1[N:16]=[C:15]([NH:14][CH:11]2[CH2:10][CH2:9][NH:8][CH2:13][CH2:12]2)[C:20]([F:21])=[CH:19][N:18]=1, predict the reactants needed to synthesize it.